This data is from Full USPTO retrosynthesis dataset with 1.9M reactions from patents (1976-2016). The task is: Predict the reactants needed to synthesize the given product. Given the product [NH2:8][C:4]1[N:3]=[C:2]([NH:1][C:10]2[C:11](=[O:18])[N:12]([CH3:17])[CH:13]=[C:14]([Br:16])[CH:15]=2)[CH:7]=[CH:6][CH:5]=1, predict the reactants needed to synthesize it. The reactants are: [NH2:1][C:2]1[CH:7]=[CH:6][CH:5]=[C:4]([NH2:8])[N:3]=1.Br[C:10]1[C:11](=[O:18])[N:12]([CH3:17])[CH:13]=[C:14]([Br:16])[CH:15]=1.CC1(C)C2C=CC=C(P(C3C=CC=CC=3)C3C=CC=CC=3)C=2OC2C1=CC=CC=2P(C1C=CC=CC=1)C1C=CC=CC=1.C([O-])([O-])=O.[Cs+].[Cs+].